This data is from Reaction yield outcomes from USPTO patents with 853,638 reactions. The task is: Predict the reaction yield, written as a fraction of the theoretical maximum amount of product (1.0 means a 100% yield; for example, 0.34 means a 34% yield). The reactants are [N:1]([CH2:4][C@@H:5]([OH:34])[C@@H:6]([NH:14][C:15](=[O:33])[C@@H:16]([N:20]1[CH2:24][CH2:23][N:22]([CH2:25][C:26]2[N:27]=[C:28]([CH3:31])[S:29][CH:30]=2)[C:21]1=[O:32])[CH:17]([CH3:19])[CH3:18])[CH2:7][C:8]1[CH:13]=[CH:12][CH:11]=[CH:10][CH:9]=1)=[N+]=[N-].O.C1(P(C2C=CC=CC=2)C2C=CC=CC=2)C=CC=CC=1. The catalyst is O1CCCC1. The product is [NH2:1][CH2:4][C@@H:5]([OH:34])[C@@H:6]([NH:14][C:15](=[O:33])[C@@H:16]([N:20]1[CH2:24][CH2:23][N:22]([CH2:25][C:26]2[N:27]=[C:28]([CH3:31])[S:29][CH:30]=2)[C:21]1=[O:32])[CH:17]([CH3:19])[CH3:18])[CH2:7][C:8]1[CH:9]=[CH:10][CH:11]=[CH:12][CH:13]=1. The yield is 0.620.